Task: Predict the reactants needed to synthesize the given product.. Dataset: Full USPTO retrosynthesis dataset with 1.9M reactions from patents (1976-2016) (1) Given the product [CH3:39][S:40]([N:2]1[CH2:7][CH2:6][CH2:5][CH:4]([CH2:8][NH:9][C:10]([C:12]2[C:20]3[C:15](=[N:16][CH:17]=[C:18]([CH:21]4[CH2:22][CH2:23]4)[N:19]=3)[N:14]([CH2:24][O:25][CH2:26][CH2:27][Si:28]([CH3:31])([CH3:30])[CH3:29])[CH:13]=2)=[O:11])[CH2:3]1)(=[O:42])=[O:41], predict the reactants needed to synthesize it. The reactants are: Cl.[NH:2]1[CH2:7][CH2:6][CH2:5][CH:4]([CH2:8][NH:9][C:10]([C:12]2[C:20]3[C:15](=[N:16][CH:17]=[C:18]([CH:21]4[CH2:23][CH2:22]4)[N:19]=3)[N:14]([CH2:24][O:25][CH2:26][CH2:27][Si:28]([CH3:31])([CH3:30])[CH3:29])[CH:13]=2)=[O:11])[CH2:3]1.C(N(CC)CC)C.[CH3:39][S:40](Cl)(=[O:42])=[O:41]. (2) Given the product [F:28][C:29]1[C:34]([F:35])=[CH:33][CH:32]=[CH:31][C:30]=1[C:36]1[N:44]=[C:39]2[CH:40]=[N:41][N:42]([CH2:17][C:14]3[CH:13]=[N:12][C:11]([C:8]4[CH:9]=[CH:10][C:5]([O:4][CH2:1][CH2:2][CH3:3])=[CH:6][C:7]=4[C:19]([F:22])([F:21])[F:20])=[CH:16][N:15]=3)[CH:43]=[C:38]2[N:37]=1, predict the reactants needed to synthesize it. The reactants are: [CH2:1]([O:4][C:5]1[CH:10]=[CH:9][C:8]([C:11]2[N:12]=[CH:13][C:14]([CH2:17]O)=[N:15][CH:16]=2)=[C:7]([C:19]([F:22])([F:21])[F:20])[CH:6]=1)[CH2:2][CH3:3].S([O-])(=O)(=O)C.[F:28][C:29]1[C:34]([F:35])=[CH:33][CH:32]=[CH:31][C:30]=1[C:36]1[N:44]=[C:39]2[CH:40]=[N:41][NH:42][CH:43]=[C:38]2[N:37]=1. (3) Given the product [Cl:1][C:2]1[CH:3]=[C:4]([NH:24][C:22]2[CH:21]=[CH:20][CH:19]=[C:18]([N:14]3[CH2:15][CH2:16][CH2:17][C@@H:13]3[CH3:12])[N:23]=2)[C:5]2[N:6]([N:8]=[CH:9][N:10]=2)[CH:7]=1, predict the reactants needed to synthesize it. The reactants are: [Cl:1][C:2]1[CH:3]=[C:4](I)[C:5]2[N:6]([N:8]=[CH:9][N:10]=2)[CH:7]=1.[CH3:12][C@H:13]1[CH2:17][CH2:16][CH2:15][N:14]1[C:18]1[N:23]=[C:22]([NH2:24])[CH:21]=[CH:20][CH:19]=1.CC(C1C=C(C(C)C)C(C2C=CC=CC=2P(C2CCCCC2)C2CCCCC2)=C(C(C)C)C=1)C.C([O-])([O-])=O.[Cs+].[Cs+]. (4) Given the product [F:11][C:12]1[CH:13]=[C:14]([NH:15][C:5](=[O:7])[C:4]2[CH:8]=[CH:9][CH:10]=[C:2]([I:1])[CH:3]=2)[CH:16]=[CH:17][C:18]=1[O:19][C:20]([F:22])([F:23])[F:21], predict the reactants needed to synthesize it. The reactants are: [I:1][C:2]1[CH:3]=[C:4]([CH:8]=[CH:9][CH:10]=1)[C:5]([OH:7])=O.[F:11][C:12]1[CH:13]=[C:14]([CH:16]=[CH:17][C:18]=1[O:19][C:20]([F:23])([F:22])[F:21])[NH2:15]. (5) Given the product [CH:23]1[N:16]([C@@H:28]2[O:40][C@H:39]([CH2:41][OH:42])[C@@H:34]([OH:35])[C@H:29]2[OH:30])[C:17](=[O:18])[N:19]=[C:20]([NH2:21])[N:22]=1, predict the reactants needed to synthesize it. The reactants are: FC(F)(F)C(=N[Si](C)(C)C)O[Si](C)(C)C.[NH:16]1[CH:23]=[N:22][C:20]([NH2:21])=[N:19][C:17]1=[O:18].C(O[CH:28]1[O:40][C@H:39]([CH2:41][O:42]C(=O)C)[C@@H:34]([O:35]C(=O)C)[C@H:29]1[O:30]C(=O)C)(=O)C.C(=O)(O)[O-].[Na+].[OH-].[Na+].C[O-].[Na+]. (6) Given the product [Cl:28][C:29]1[CH:30]=[C:31]([C@@H:39]([CH2:43][CH:44]2[CH2:48][CH2:47][CH2:46][CH2:45]2)[C:40]([NH:49][C:50]2[CH:55]=[N:54][C:53]([C:56]3[S:60][C:59]([C:61]#[N:62])=[CH:58][CH:57]=3)=[CH:52][N:51]=2)=[O:42])[CH:32]=[CH:33][C:34]=1[S:35]([CH3:38])(=[O:36])=[O:37], predict the reactants needed to synthesize it. The reactants are: C1(P(C2C=CC=CC=2)C2C=CC=CC=2)C=CC=CC=1.BrN1C(=O)CCC1=O.[Cl:28][C:29]1[CH:30]=[C:31]([C@@H:39]([CH2:43][CH:44]2[CH2:48][CH2:47][CH2:46][CH2:45]2)[C:40]([OH:42])=O)[CH:32]=[CH:33][C:34]=1[S:35]([CH3:38])(=[O:37])=[O:36].[NH2:49][C:50]1[N:51]=[CH:52][C:53]([C:56]2[S:60][C:59]([C:61]#[N:62])=[CH:58][CH:57]=2)=[N:54][CH:55]=1.N1C=CC=CC=1.